This data is from Catalyst prediction with 721,799 reactions and 888 catalyst types from USPTO. The task is: Predict which catalyst facilitates the given reaction. (1) Reactant: [CH3:1][C:2]1[CH:3]=[CH:4][C:5]2[CH:9]=[C:8]([CH2:10][CH2:11]OS(C)(=O)=O)[S:7][C:6]=2[CH:17]=1.[CH3:18][NH:19][CH3:20]. Product: [CH3:18][N:19]([CH3:20])[CH2:11][CH2:10][C:8]1[S:7][C:6]2[CH:17]=[C:2]([CH3:1])[CH:3]=[CH:4][C:5]=2[CH:9]=1. The catalyst class is: 5. (2) Reactant: [CH2:1]([C:3]1([CH2:10][S:11](Cl)(=[O:13])=[O:12])[C:7](=[O:8])[NH:6][C:5](=[O:9])[NH:4]1)[CH3:2].[CH3:15][C:16]1[CH:25]=[C:24]([CH2:26][O:27][C:28]2[CH:34]=[CH:33][C:31]([NH2:32])=[CH:30][CH:29]=2)[C:23]2[C:18](=[CH:19][CH:20]=[CH:21][CH:22]=2)[N:17]=1.C(N(CC)CC)C.CC1C=C(COC2C=CC(S(Cl)(=O)=O)=CC=2)C2C(=CC=CC=2)N=1. Product: [CH2:1]([C:3]1([CH2:10][S:11]([NH:32][C:31]2[CH:30]=[CH:29][C:28]([O:27][CH2:26][C:24]3[C:23]4[C:18](=[CH:19][CH:20]=[CH:21][CH:22]=4)[N:17]=[C:16]([CH3:15])[CH:25]=3)=[CH:34][CH:33]=2)(=[O:13])=[O:12])[C:7](=[O:8])[NH:6][C:5](=[O:9])[NH:4]1)[CH3:2]. The catalyst class is: 3. (3) Reactant: FC(F)(F)C(O)=O.[Cl:8][C:9]1[CH:10]=[C:11]([C:19]2[O:23][N:22]=[C:21]([C:24]3[CH:32]=[C:31]4[C:27]([C:28]([CH2:34][CH2:35][C:36]([O:38]C(C)(C)C)=[O:37])=[CH:29][N:30]4[CH3:33])=[CH:26][CH:25]=3)[N:20]=2)[CH:12]=[CH:13][C:14]=1[O:15][CH:16]([CH3:18])[CH3:17]. Product: [Cl:8][C:9]1[CH:10]=[C:11]([C:19]2[O:23][N:22]=[C:21]([C:24]3[CH:32]=[C:31]4[C:27]([C:28]([CH2:34][CH2:35][C:36]([OH:38])=[O:37])=[CH:29][N:30]4[CH3:33])=[CH:26][CH:25]=3)[N:20]=2)[CH:12]=[CH:13][C:14]=1[O:15][CH:16]([CH3:18])[CH3:17]. The catalyst class is: 4. (4) Reactant: [C:1](Cl)(Cl)=[O:2].[NH:5]1[CH2:10][CH2:9][O:8][CH:7]([C:11]([O:13][CH2:14][C:15]2[CH:20]=[CH:19][CH:18]=[CH:17][CH:16]=2)=[O:12])[CH2:6]1.C(N(C(C)C)C(C)C)C.[CH3:30][C:31]1([CH3:37])[CH2:36][CH2:35][CH2:34][NH:33][CH2:32]1. Product: [CH3:30][C:31]1([CH3:37])[CH2:36][CH2:35][CH2:34][N:33]([C:1]([N:5]2[CH2:10][CH2:9][O:8][CH:7]([C:11]([O:13][CH2:14][C:15]3[CH:20]=[CH:19][CH:18]=[CH:17][CH:16]=3)=[O:12])[CH2:6]2)=[O:2])[CH2:32]1. The catalyst class is: 2. (5) Reactant: [NH2:1][C:2]1[CH:3]=[CH:4][C:5]([F:12])=[C:6]([CH:11]=1)[C:7]([O:9][CH3:10])=[O:8].[F:13][C:14]1[CH:22]=[CH:21][CH:20]=[C:19]([F:23])[C:15]=1[C:16](Cl)=[O:17]. Product: [F:13][C:14]1[CH:22]=[CH:21][CH:20]=[C:19]([F:23])[C:15]=1[C:16]([NH:1][C:2]1[CH:3]=[CH:4][C:5]([F:12])=[C:6]([CH:11]=1)[C:7]([O:9][CH3:10])=[O:8])=[O:17]. The catalyst class is: 2. (6) Reactant: C(=O)([O-])[O-].[K+].[K+].[CH3:7][N:8]=[C:9]=[O:10].[CH2:11]([C:13]1[C:14]([O:19][C:20]2[CH:25]=[CH:24][C:23]([N+:26]([O-:28])=[O:27])=[CH:22][C:21]=2[C:29]([F:32])([F:31])[F:30])=[N:15][NH:16][C:17]=1[CH3:18])[CH3:12].Cl. Product: [CH3:7][NH:8][C:9]([N:16]1[C:17]([CH3:18])=[C:13]([CH2:11][CH3:12])[C:14]([O:19][C:20]2[CH:25]=[CH:24][C:23]([N+:26]([O-:28])=[O:27])=[CH:22][C:21]=2[C:29]([F:30])([F:31])[F:32])=[N:15]1)=[O:10]. The catalyst class is: 13.